From a dataset of Reaction yield outcomes from USPTO patents with 853,638 reactions. Predict the reaction yield, written as a fraction of the theoretical maximum amount of product (1.0 means a 100% yield; for example, 0.34 means a 34% yield). (1) The yield is 0.780. The catalyst is C(O)C.[Pd]. The reactants are [ClH:1].[CH3:2][C:3]1[CH:16]=[CH:15][C:14]2[C@@H:13]3[C@H:8]([CH2:9][CH2:10][C:11]4[CH:20]=[C:19]([O:21][CH3:22])[C:18]([O:23][CH3:24])=[CH:17][C:12]=43)[N:7](CC3C=CC=CC=3)[CH2:6][C:5]=2[CH:4]=1. The product is [ClH:1].[CH3:2][C:3]1[CH:16]=[CH:15][C:14]2[C@@H:13]3[C@H:8]([CH2:9][CH2:10][C:11]4[CH:20]=[C:19]([O:21][CH3:22])[C:18]([O:23][CH3:24])=[CH:17][C:12]=43)[NH:7][CH2:6][C:5]=2[CH:4]=1. (2) The reactants are [CH2:1]([O:3][C:4](=[O:23])[CH2:5][C:6]1[C:14]2[C:9](=[CH:10][CH:11]=[C:12]([CH3:15])[CH:13]=2)[N:8]([C:16](=[O:18])[CH3:17])[C:7]=1[C:19]([F:22])([F:21])[F:20])[CH3:2].CC(N=NC(C#N)(C)C)(C#N)C.[Br:36]N1C(=O)CCC1=O. The catalyst is ClC(Cl)(Cl)Cl. The product is [CH2:1]([O:3][C:4](=[O:23])[CH2:5][C:6]1[C:14]2[C:9](=[CH:10][CH:11]=[C:12]([CH2:15][Br:36])[CH:13]=2)[N:8]([C:16](=[O:18])[CH3:17])[C:7]=1[C:19]([F:20])([F:21])[F:22])[CH3:2]. The yield is 0.610. (3) The yield is 0.841. The reactants are [C:1]([O:4][C@@H:5]1[C@H:9]([O:10][C:11](=[O:13])[CH3:12])[C@@H:8]([CH3:14])[O:7][C@H:6]1[N:15]1[CH:22]=[C:21]([F:23])[C:19]([NH2:20])=[N:18][C:16]1=[O:17])(=[O:3])[CH3:2].Cl[C:25]([O:27][CH2:28][CH2:29][CH:30]([CH3:47])[CH2:31][CH2:32][CH2:33][CH:34]([CH3:46])[CH2:35][CH2:36][CH2:37][CH:38]([CH3:45])[CH2:39][CH2:40][CH2:41][CH:42]([CH3:44])[CH3:43])=[O:26].CO. The product is [C:1]([O:4][C@@H:5]1[C@H:9]([O:10][C:11](=[O:13])[CH3:12])[C@@H:8]([CH3:14])[O:7][C@H:6]1[N:15]1[CH:22]=[C:21]([F:23])[C:19]([NH:20][C:25]([O:27][CH2:28][CH2:29][CH:30]([CH3:47])[CH2:31][CH2:32][CH2:33][CH:34]([CH3:46])[CH2:35][CH2:36][CH2:37][CH:38]([CH3:45])[CH2:39][CH2:40][CH2:41][CH:42]([CH3:44])[CH3:43])=[O:26])=[N:18][C:16]1=[O:17])(=[O:3])[CH3:2]. The catalyst is C(Cl)Cl.N1C=CC=CC=1. (4) The reactants are [NH:1]1[C:9]2[C:4](=[CH:5][C:6]([NH:10][C:11]3[C:20]4[C:15](=[CH:16][C:17]([O:29][CH3:30])=[CH:18][C:19]=4[O:21][CH:22]4[CH2:27][CH2:26][N:25]([CH3:28])[CH2:24][CH2:23]4)[N:14]=[CH:13][N:12]=3)=[CH:7][CH:8]=2)[CH:3]=[CH:2]1.Cl[CH2:32][C:33]1[CH:37]=[C:36]([CH3:38])[O:35][N:34]=1. No catalyst specified. The product is [CH3:38][C:36]1[O:35][N:34]=[C:33]([CH2:32][N:1]2[C:9]3[C:4](=[CH:5][C:6]([NH:10][C:11]4[C:20]5[C:15](=[CH:16][C:17]([O:29][CH3:30])=[CH:18][C:19]=5[O:21][CH:22]5[CH2:23][CH2:24][N:25]([CH3:28])[CH2:26][CH2:27]5)[N:14]=[CH:13][N:12]=4)=[CH:7][CH:8]=3)[CH:3]=[CH:2]2)[CH:37]=1. The yield is 0.740. (5) The reactants are II.[Br:3][C:4]1[CH:5]=[CH:6][C:7]([OH:24])=[C:8]([C:10](=[O:23])/[CH:11]=[CH:12]/[C:13]2[CH:18]=[CH:17][C:16]([O:19][CH3:20])=[C:15]([O:21][CH3:22])[CH:14]=2)[CH:9]=1.[O-]S([O-])(=S)=O.[Na+].[Na+]. The catalyst is CS(C)=O. The product is [Br:3][C:4]1[CH:9]=[C:8]2[C:7](=[CH:6][CH:5]=1)[O:24][C:12]([C:13]1[CH:18]=[CH:17][C:16]([O:19][CH3:20])=[C:15]([O:21][CH3:22])[CH:14]=1)=[CH:11][C:10]2=[O:23]. The yield is 0.753. (6) The reactants are [CH3:1][C:2]1[C:11]2[C:6](=[CH:7][C:8]([CH3:12])=[CH:9][CH:10]=2)[C:5]([N:13]2[CH:17]=[N:16][N:15]=[C:14]2[SH:18])=[CH:4][CH:3]=1.Br[CH2:20][C:21]([O:23][CH2:24][CH3:25])=[O:22].C(=O)([O-])[O-].[K+].[K+].CN(C=O)C. The catalyst is C1COCC1.O. The product is [CH3:1][C:2]1[C:11]2[C:6](=[CH:7][C:8]([CH3:12])=[CH:9][CH:10]=2)[C:5]([N:13]2[CH:17]=[N:16][N:15]=[C:14]2[S:18][CH2:20][C:21]([O:23][CH2:24][CH3:25])=[O:22])=[CH:4][CH:3]=1. The yield is 0.860. (7) The reactants are [Cl:1][S:2]([OH:5])(=O)=[O:3].[Cl:6][C:7]1[CH:8]=[C:9]2[C:14](=[CH:15][CH:16]=1)[N:13]([C@H:17]1[CH2:21][CH2:20][N:19]([C:22]3[CH:27]=[CH:26][CH:25]=[CH:24][CH:23]=3)[C:18]1=[O:28])[CH2:12][CH2:11][CH2:10]2. The catalyst is CCOC(C)=O. The product is [Cl:6][C:7]1[CH:8]=[C:9]2[C:14](=[CH:15][CH:16]=1)[N:13]([C@H:17]1[CH2:21][CH2:20][N:19]([C:22]3[CH:23]=[CH:24][C:25]([S:2]([Cl:1])(=[O:5])=[O:3])=[CH:26][CH:27]=3)[C:18]1=[O:28])[CH2:12][CH2:11][CH2:10]2. The yield is 0.610. (8) The reactants are [N+:1]([C:4]1[C:12]2[NH:11][C:10]3[CH2:13][CH2:14][N:15]([C:17]([O:19][CH2:20][CH3:21])=[O:18])[CH2:16][C:9]=3[C:8]=2[CH:7]=[CH:6][CH:5]=1)([O-:3])=[O:2].[OH-].[K+].I[CH3:25]. The catalyst is COCCOC. The product is [CH2:20]([O:19][C:17]([N:15]1[CH2:14][CH2:13][C:10]2[N:11]([CH3:25])[C:12]3[C:4]([N+:1]([O-:3])=[O:2])=[CH:5][CH:6]=[CH:7][C:8]=3[C:9]=2[CH2:16]1)=[O:18])[CH3:21]. The yield is 1.00. (9) The reactants are C[O:2][CH:3](OC)[CH2:4][CH2:5][N:6]1[C:15]2[C:10](=[CH:11][CH:12]=[C:13]([O:16][CH3:17])[CH:14]=2)[N:9]=[CH:8][C:7]1=[O:18].Cl. The catalyst is O1CCCC1.ClCCl. The product is [CH3:17][O:16][C:13]1[CH:14]=[C:15]2[C:10]([N:9]=[CH:8][C:7](=[O:18])[N:6]2[CH2:5][CH2:4][CH:3]=[O:2])=[CH:11][CH:12]=1. The yield is 0.940.